This data is from Forward reaction prediction with 1.9M reactions from USPTO patents (1976-2016). The task is: Predict the product of the given reaction. (1) The product is: [OH:3][CH2:4][CH:5]([N:8]1[CH2:14][CH2:13][C:12]2[CH:15]=[CH:16][C:17]([C:20]3[N:24]=[C:23]([C:25]4[CH:26]=[C:27]([C:35]#[N:36])[C:28]([NH:31][CH2:32][CH2:33][CH3:34])=[N:29][CH:30]=4)[O:22][N:21]=3)=[C:18]([CH3:19])[C:11]=2[CH2:10][CH2:9]1)[CH2:6][OH:7]. Given the reactants CC1(C)[O:7][CH2:6][CH:5]([N:8]2[CH2:14][CH2:13][C:12]3[CH:15]=[CH:16][C:17]([C:20]4[N:24]=[C:23]([C:25]5[CH:26]=[C:27]([C:35]#[N:36])[C:28]([NH:31][CH2:32][CH2:33][CH3:34])=[N:29][CH:30]=5)[O:22][N:21]=4)=[C:18]([CH3:19])[C:11]=3[CH2:10][CH2:9]2)[CH2:4][O:3]1.Cl, predict the reaction product. (2) Given the reactants C(NCC)C.C(O)(C)(C)C.[F:11][C:12]1[CH:17]=[CH:16][C:15]([C:18](=[O:20])[CH3:19])=[CH:14][CH:13]=1.Br[CH2:22][C:23]([C:25]1[CH:30]=[CH:29][CH:28]=[CH:27][CH:26]=1)=[O:24].S(=O)(=O)(O)O, predict the reaction product. The product is: [F:11][C:12]1[CH:17]=[CH:16][C:15]([C:18](=[O:20])[CH2:19][CH2:22][C:23]([C:25]2[CH:30]=[CH:29][CH:28]=[CH:27][CH:26]=2)=[O:24])=[CH:14][CH:13]=1. (3) Given the reactants [Br:1][C:2]1[CH:7]=[CH:6][C:5]([NH:8][CH3:9])=[CH:4][CH:3]=1.Br[C:11]1[CH:16]=[CH:15][C:14](NC=O)=[CH:13][CH:12]=1.B(F)(F)F.C[CH2:25][O:26]CC.B.[CH2:30]1COCC1.Cl.[OH-].[Na+], predict the reaction product. The product is: [Br:1][C:2]1[CH:7]=[CH:6][C:5]([N:8]([CH2:30][C:11]2[CH:12]=[CH:13][CH:14]=[C:15]([O:26][CH3:25])[CH:16]=2)[CH3:9])=[CH:4][CH:3]=1. (4) Given the reactants [Cr](O[Cr]([O-])(=O)=O)([O-])(=O)=O.[NH+]1C=CC=CC=1.[NH+]1C=CC=CC=1.[C:22]([C:26]1[CH:27]=[C:28]([C:34]2[S:38][C:37]([CH2:39][OH:40])=[CH:36][CH:35]=2)[CH:29]=[CH:30][C:31]=1[O:32][CH3:33])([CH3:25])([CH3:24])[CH3:23], predict the reaction product. The product is: [C:22]([C:26]1[CH:27]=[C:28]([C:34]2[S:38][C:37]([CH:39]=[O:40])=[CH:36][CH:35]=2)[CH:29]=[CH:30][C:31]=1[O:32][CH3:33])([CH3:25])([CH3:23])[CH3:24]. (5) Given the reactants Br[C:2]1[N:7]=[CH:6][C:5]([C:8]([CH3:17])([CH3:16])[C:9]([NH:11][CH2:12][CH:13]([CH3:15])[CH3:14])=[O:10])=[CH:4][CH:3]=1.CC1(C)C(C)(C)OB([C:26]2[CH:27]=[N:28][CH:29]=[C:30]([CH:33]=2)[C:31]#[N:32])O1, predict the reaction product. The product is: [C:31]([C:30]1[CH:33]=[C:26]([C:2]2[CH:3]=[CH:4][C:5]([C:8]([CH3:17])([CH3:16])[C:9]([NH:11][CH2:12][CH:13]([CH3:15])[CH3:14])=[O:10])=[CH:6][N:7]=2)[CH:27]=[N:28][CH:29]=1)#[N:32]. (6) The product is: [C:37]([NH:36][CH:30]1[CH2:31][CH2:32][CH2:33][CH2:34][CH2:35]1)([NH:38][CH:39]1[CH2:44][CH2:43][CH2:42][CH2:41][CH2:40]1)=[O:5]. Given the reactants C([O:5]C(NC(CC1C=CC=CC=1)C=CC(O)=O)=O)(C)(C)C.ON1C(=O)CCC1=O.[CH:30]1([N:36]=[C:37]=[N:38][CH:39]2[CH2:44][CH2:43][CH2:42][CH2:41][CH2:40]2)[CH2:35][CH2:34][CH2:33][CH2:32][CH2:31]1, predict the reaction product. (7) Given the reactants [C:1]([OH:7])([C:3]([F:6])([F:5])[F:4])=[O:2].C(OC([N:15]1[C@@H:20]([C:21]2[CH:26]=[CH:25][CH:24]=[CH:23][CH:22]=2)[C@@H:19]([C:27]2[CH:32]=[CH:31][CH:30]=[CH:29][CH:28]=2)[O:18][C:17](=[O:33])[C@@H:16]1[CH2:34][CH2:35][CH2:36][CH2:37][CH2:38][Cl:39])=O)(C)(C)C.C([O-])([O-])=O.[K+].[K+], predict the reaction product. The product is: [F:4][C:3]([F:6])([F:5])[C:1]([OH:7])=[O:2].[Cl:39][CH2:38][CH2:37][CH2:36][CH2:35][CH2:34][C@H:16]1[C:17](=[O:33])[O:18][C@H:19]([C:27]2[CH:28]=[CH:29][CH:30]=[CH:31][CH:32]=2)[C@H:20]([C:21]2[CH:22]=[CH:23][CH:24]=[CH:25][CH:26]=2)[NH:15]1. (8) Given the reactants [Cl:1][C:2]1[CH:3]=[C:4]([CH2:17][N:18]2[C:22]([CH3:23])=[CH:21][C:20]([C:24](O)=[O:25])=[N:19]2)[C:5]2[O:9][C:8]([C:10]3[CH:15]=[CH:14][CH:13]=[CH:12][CH:11]=3)=[CH:7][C:6]=2[CH:16]=1.C(N1CCOCC1)C.[C:35]([N:42]1[CH2:46][CH2:45][C@@H:44]([NH2:47])[CH2:43]1)([O:37][C:38]([CH3:41])([CH3:40])[CH3:39])=[O:36].O.ON1C2C=CC=CC=2N=N1.CN(C)CCCN=C=NCC, predict the reaction product. The product is: [Cl:1][C:2]1[CH:3]=[C:4]([CH2:17][N:18]2[C:22]([CH3:23])=[CH:21][C:20]([C:24]([NH:47][C@@H:44]3[CH2:45][CH2:46][N:42]([C:35]([O:37][C:38]([CH3:41])([CH3:40])[CH3:39])=[O:36])[CH2:43]3)=[O:25])=[N:19]2)[C:5]2[O:9][C:8]([C:10]3[CH:11]=[CH:12][CH:13]=[CH:14][CH:15]=3)=[CH:7][C:6]=2[CH:16]=1.